From a dataset of Forward reaction prediction with 1.9M reactions from USPTO patents (1976-2016). Predict the product of the given reaction. (1) Given the reactants [F:1][C:2]1[CH:7]=[CH:6][C:5]([CH2:8][C:9]2[CH:18]=[C:17]3[C:12]([C:13]([OH:32])=[C:14]([C:27](OCC)=[O:28])[C:15](=[O:26])[N:16]3[CH2:19][CH2:20][CH2:21][S:22]([CH3:25])(=[O:24])=[O:23])=[N:11][CH:10]=2)=[CH:4][CH:3]=1.[CH3:33][O:34][CH2:35][CH2:36][NH2:37], predict the reaction product. The product is: [F:1][C:2]1[CH:7]=[CH:6][C:5]([CH2:8][C:9]2[CH:18]=[C:17]3[C:12]([C:13]([OH:32])=[C:14]([C:27]([NH:37][CH2:36][CH2:35][O:34][CH3:33])=[O:28])[C:15](=[O:26])[N:16]3[CH2:19][CH2:20][CH2:21][S:22]([CH3:25])(=[O:24])=[O:23])=[N:11][CH:10]=2)=[CH:4][CH:3]=1. (2) Given the reactants [Si:1]([O:8][CH2:9][C:10]1[CH:15]=[CH:14][C:13]([C:16](=[O:18])[CH3:17])=[CH:12][CH:11]=1)([C:4]([CH3:7])([CH3:6])[CH3:5])([CH3:3])[CH3:2].N1C(C)=CC=CC=1C.FC(F)(F)S(O[Si](C)(C)C)(=O)=O.[Br:39]N1C(=O)CCC1=O, predict the reaction product. The product is: [Br:39][CH2:17][C:16]([C:13]1[CH:12]=[CH:11][C:10]([CH2:9][O:8][Si:1]([C:4]([CH3:7])([CH3:6])[CH3:5])([CH3:3])[CH3:2])=[CH:15][CH:14]=1)=[O:18]. (3) Given the reactants [N+:1]([C:4]1[CH:5]=[C:6]([CH:17]=[CH:18][CH:19]=1)[O:7][CH2:8][CH2:9][O:10][CH2:11][CH2:12][O:13][CH2:14][CH2:15][OH:16])([O-])=O, predict the reaction product. The product is: [NH2:1][C:4]1[CH:5]=[C:6]([CH:17]=[CH:18][CH:19]=1)[O:7][CH2:8][CH2:9][O:10][CH2:11][CH2:12][O:13][CH2:14][CH2:15][OH:16]. (4) Given the reactants [CH2:1]([C:9]1[CH:14]=[CH:13][C:12]([CH:15]2[CH2:25][C:18]3([NH:22]C(=O)N[C:19]3=[O:24])[CH2:17][O:16]2)=[CH:11][CH:10]=1)[CH2:2][CH2:3][CH2:4][CH2:5][CH2:6][CH2:7][CH3:8].[OH-:26].[Na+].Cl, predict the reaction product. The product is: [NH2:22][C:18]1([C:19]([OH:24])=[O:26])[CH2:25][CH:15]([C:12]2[CH:11]=[CH:10][C:9]([CH2:1][CH2:2][CH2:3][CH2:4][CH2:5][CH2:6][CH2:7][CH3:8])=[CH:14][CH:13]=2)[O:16][CH2:17]1. (5) The product is: [F:1][C:2]1[CH:3]=[CH:4][C:5]([C:8]2[C:9]([C:24]3[CH:29]=[CH:28][N:27]=[CH:26][CH:25]=3)=[C:10]3[CH2:15][NH:14][CH2:13][CH2:12][N:11]3[CH:23]=2)=[CH:6][CH:7]=1. Given the reactants [F:1][C:2]1[CH:7]=[CH:6][C:5]([C:8]2[C:9]([C:24]3[CH:29]=[CH:28][N:27]=[CH:26][CH:25]=3)=[C:10]3[CH2:15][N:14](CC4C=CC=CC=4)[CH2:13][CH2:12][N:11]3[CH:23]=2)=[CH:4][CH:3]=1.Cl, predict the reaction product. (6) The product is: [C:18]([C:17]1[CH:20]=[CH:21][C:14]([O:13][CH2:12][CH2:11][CH2:10][N:3]2[CH2:2][CH:1]3[O:9][CH:5]([CH2:6][N:7]([CH2:28][CH2:27][N:26]([CH2:34][CH2:35][O:36][C:37]4[CH:38]=[CH:39][CH:40]=[CH:41][CH:42]=4)[S:23]([CH3:22])(=[O:25])=[O:24])[CH2:8]3)[CH2:4]2)=[CH:15][CH:16]=1)#[N:19]. Given the reactants [CH:1]12[O:9][CH:5]([CH2:6][NH:7][CH2:8]1)[CH2:4][N:3]([CH2:10][CH2:11][CH2:12][O:13][C:14]1[CH:21]=[CH:20][C:17]([C:18]#[N:19])=[CH:16][CH:15]=1)[CH2:2]2.[CH3:22][S:23]([N:26]([CH2:34][CH2:35][O:36][C:37]1[CH:42]=[CH:41][CH:40]=[CH:39][CH:38]=1)[CH2:27][CH2:28]OS(C)(=O)=O)(=[O:25])=[O:24].C([O-])([O-])=O.[K+].[K+], predict the reaction product. (7) The product is: [C:22]1([C:19]2[CH:20]=[CH:21][N:7]3[C:8]=2[C:9]([NH:11][CH2:12][C:13]2[CH:18]=[CH:17][CH:16]=[CH:15][N:14]=2)=[N:10][C:5]([C:2]2([NH:1][C:35](=[O:36])[O:37][CH3:38])[CH2:3][CH2:4]2)=[N:6]3)[CH:27]=[CH:26][CH:25]=[CH:24][CH:23]=1. Given the reactants [NH2:1][C:2]1([C:5]2[N:10]=[C:9]([NH:11][CH2:12][C:13]3[CH:18]=[CH:17][CH:16]=[CH:15][N:14]=3)[C:8]3=[C:19]([C:22]4[CH:27]=[CH:26][CH:25]=[CH:24][CH:23]=4)[CH:20]=[CH:21][N:7]3[N:6]=2)[CH2:4][CH2:3]1.N1C=CC=CC=1.Cl[C:35]([O:37][CH3:38])=[O:36], predict the reaction product. (8) The product is: [NH2:42][C:24]1[C:23]([N:20]2[CH2:21][CH2:22][O:17][CH2:18][CH2:19]2)=[CH:32][C:31]2[C:26](=[CH:27][CH:28]=[C:29]([C:2]3[C:7]([CH3:8])=[CH:6][CH:5]=[CH:4][C:3]=3[C:9]([C:11]3[CH:16]=[CH:15][N:14]=[CH:13][N:12]=3)=[O:10])[CH:30]=2)[N:25]=1. Given the reactants Br[C:2]1[C:7]([CH3:8])=[CH:6][CH:5]=[CH:4][C:3]=1[C:9]([C:11]1[CH:16]=[CH:15][N:14]=[CH:13][N:12]=1)=[O:10].[O:17]1[CH2:22][CH2:21][N:20]([C:23]2[C:24]([NH2:42])=[N:25][C:26]3[C:31]([CH:32]=2)=[CH:30][C:29](B2OC(C)(C)C(C)(C)O2)=[CH:28][CH:27]=3)[CH2:19][CH2:18]1.[O-]P([O-])([O-])=O.[K+].[K+].[K+], predict the reaction product. (9) Given the reactants Cl[C:2]1[C:3]2[N:10]([CH3:11])[CH:9]=[CH:8][C:4]=2[N:5]=[CH:6][N:7]=1.[NH2:12][C:13]1[CH:30]=[CH:29][C:16]([O:17][C:18]2[C:23]3[CH:24]=[C:25]([C:27]#[N:28])[O:26][C:22]=3[CH:21]=[CH:20][CH:19]=2)=[C:15]([Cl:31])[CH:14]=1.C(=O)([O-])O.[Na+], predict the reaction product. The product is: [Cl:31][C:15]1[CH:14]=[C:13]([NH:12][C:2]2[C:3]3[N:10]([CH3:11])[CH:9]=[CH:8][C:4]=3[N:5]=[CH:6][N:7]=2)[CH:30]=[CH:29][C:16]=1[O:17][C:18]1[C:23]2[CH:24]=[C:25]([C:27]#[N:28])[O:26][C:22]=2[CH:21]=[CH:20][CH:19]=1. (10) Given the reactants [Br:1][C:2]1[CH:3]=[C:4]([C:14](=[O:33])[CH2:15][C:16]2[C:30]([CH3:31])=[CH:29][C:28]([Cl:32])=[CH:27][C:17]=2[C:18]([N:20]=[S:21]2[CH2:26][CH2:25][CH2:24][CH2:23][CH2:22]2)=[O:19])[N:5]([C:7]2[CH:12]=[CH:11][CH:10]=[CH:9][C:8]=2[Cl:13])[N:6]=1.OO.C(=O)([O-])[O-:37].[Na+].[Na+].C(Cl)Cl, predict the reaction product. The product is: [Br:1][C:2]1[CH:3]=[C:4]([C:14](=[O:33])[CH2:15][C:16]2[C:30]([CH3:31])=[CH:29][C:28]([Cl:32])=[CH:27][C:17]=2[C:18]([N:20]=[S:21]2(=[O:37])[CH2:22][CH2:23][CH2:24][CH2:25][CH2:26]2)=[O:19])[N:5]([C:7]2[CH:12]=[CH:11][CH:10]=[CH:9][C:8]=2[Cl:13])[N:6]=1.